This data is from TCR-epitope binding with 47,182 pairs between 192 epitopes and 23,139 TCRs. The task is: Binary Classification. Given a T-cell receptor sequence (or CDR3 region) and an epitope sequence, predict whether binding occurs between them. The epitope is VSFIEFVGW. The TCR CDR3 sequence is CPGFADTQYF. Result: 0 (the TCR does not bind to the epitope).